This data is from Reaction yield outcomes from USPTO patents with 853,638 reactions. The task is: Predict the reaction yield, written as a fraction of the theoretical maximum amount of product (1.0 means a 100% yield; for example, 0.34 means a 34% yield). (1) The reactants are Br[C:2]1[CH:11]=[C:10]2[C:5]([C:6]([C:12]3[C:13]([C:21]4[CH:26]=[CH:25][CH:24]=[C:23]([CH3:27])[N:22]=4)=[N:14][N:15]4[CH:20]=[CH:19][CH:18]=[CH:17][C:16]=34)=[CH:7][CH:8]=[N:9]2)=[CH:4][CH:3]=1.C1(C)C=CC=CC=1P(C1C=CC=CC=1C)C1C=CC=CC=1C.[C:50]([O:54][CH3:55])(=[O:53])[CH:51]=[CH2:52].C1(C)C=CC=CC=1. The catalyst is C([O-])(=O)C.[Pd+2].C([O-])(=O)C.CN(C=O)C. The product is [CH3:55][O:54][C:50](=[O:53])[CH:51]=[CH:52][C:2]1[CH:11]=[C:10]2[C:5]([C:6]([C:12]3[C:13]([C:21]4[CH:26]=[CH:25][CH:24]=[C:23]([CH3:27])[N:22]=4)=[N:14][N:15]4[CH:20]=[CH:19][CH:18]=[CH:17][C:16]=34)=[CH:7][CH:8]=[N:9]2)=[CH:4][CH:3]=1. The yield is 0.280. (2) The reactants are [Cl:1][C:2]1[C:3]([C:16]2[C:24]3[C:19](=[CH:20][CH:21]=[CH:22][CH:23]=3)[N:18]([S:25]([C:28]3[CH:33]=[CH:32][CH:31]=[CH:30][CH:29]=3)(=[O:27])=[O:26])[CH:17]=2)=[N:4][C:5]([NH:8][C@@H:9]2[CH2:14][CH2:13][CH2:12][C@H:11]([NH2:15])[CH2:10]2)=[N:6][CH:7]=1.[O:34]1[CH2:39][CH2:38][N:37]([C:40]2[CH:48]=[C:47]([N+:49]([O-:51])=[O:50])[CH:46]=[CH:45][C:41]=2[C:42](O)=[O:43])[CH2:36][CH2:35]1.CCN(CC)CC.CN(C(ON1N=NC2C=CC=CC1=2)=[N+](C)C)C.F[P-](F)(F)(F)(F)F. The catalyst is CN(C=O)C.CCOC(C)=O.C([O-])(O)=O.[Na+]. The product is [Cl:1][C:2]1[C:3]([C:16]2[C:24]3[C:19](=[CH:20][CH:21]=[CH:22][CH:23]=3)[N:18]([S:25]([C:28]3[CH:33]=[CH:32][CH:31]=[CH:30][CH:29]=3)(=[O:27])=[O:26])[CH:17]=2)=[N:4][C:5]([NH:8][C@@H:9]2[CH2:14][CH2:13][CH2:12][C@H:11]([NH:15][C:42](=[O:43])[C:41]3[CH:45]=[CH:46][C:47]([N+:49]([O-:51])=[O:50])=[CH:48][C:40]=3[N:37]3[CH2:36][CH2:35][O:34][CH2:39][CH2:38]3)[CH2:10]2)=[N:6][CH:7]=1. The yield is 0.650. (3) The product is [CH:13]1([O:18][C:19]2[CH:20]=[CH:21][C:22]([N:25]3[C:30](=[O:31])[C:29]([CH2:32][C:33]4[CH:34]=[CH:35][C:36]([C:39]5[CH:44]=[CH:43][CH:42]=[CH:41][C:40]=5[C:45]5[NH:3][C:4](=[O:7])[O:5][N:46]=5)=[CH:37][CH:38]=4)=[C:28]([CH2:47][CH2:48][CH3:49])[N:27]=[C:26]3[CH3:50])=[CH:23][CH:24]=2)[CH2:17][CH2:16][CH2:15][CH2:14]1. The catalyst is O.C(OCC)(=O)C. The yield is 0.660. The reactants are [Cl-].O[NH3+:3].[C:4](=[O:7])([O-])[OH:5].[Na+].CS(C)=O.[CH:13]1([O:18][C:19]2[CH:24]=[CH:23][C:22]([N:25]3[C:30](=[O:31])[C:29]([CH2:32][C:33]4[CH:38]=[CH:37][C:36]([C:39]5[C:40]([C:45]#[N:46])=[CH:41][CH:42]=[CH:43][CH:44]=5)=[CH:35][CH:34]=4)=[C:28]([CH2:47][CH2:48][CH3:49])[N:27]=[C:26]3[CH3:50])=[CH:21][CH:20]=2)[CH2:17][CH2:16][CH2:15][CH2:14]1. (4) The catalyst is CN(C=O)C. The product is [Cl:1][C:2]1[CH:3]=[C:4]2[C:9](=[C:10]([F:12])[CH:11]=1)[N:8]=[C:7]([O:13][S:26]([C:25]([F:44])([F:43])[F:24])(=[O:28])=[O:27])[C:6]([C:14]#[N:15])=[C:5]2[C:16]1[CH:21]=[CH:20][CH:19]=[CH:18][CH:17]=1. The yield is 1.00. The reactants are [Cl:1][C:2]1[CH:3]=[C:4]2[C:9](=[C:10]([F:12])[CH:11]=1)[NH:8][C:7](=[O:13])[C:6]([C:14]#[N:15])=[C:5]2[C:16]1[CH:21]=[CH:20][CH:19]=[CH:18][CH:17]=1.[H-].[Na+].[F:24][C:25]([F:44])([F:43])[S:26](N(C1C=CC=CC=1)[S:26]([C:25]([F:44])([F:43])[F:24])(=[O:28])=[O:27])(=[O:28])=[O:27].[NH4+].[Cl-].